From a dataset of Catalyst prediction with 721,799 reactions and 888 catalyst types from USPTO. Predict which catalyst facilitates the given reaction. Reactant: [N+:1]([C:4]1[CH:10]=[C:9]([N+:11]([O-:13])=[O:12])[CH:8]=[C:7](Br)[C:5]=1[NH2:6])([O-:3])=[O:2]. Product: [N+:1]([C:4]1[CH:10]=[C:9]([N+:11]([O-:13])=[O:12])[CH:8]=[C:7]([C:4]2[CH:10]=[CH:9][CH:8]=[CH:7][CH:5]=2)[C:5]=1[NH2:6])([O-:3])=[O:2]. The catalyst class is: 3.